From a dataset of TCR-epitope binding with 47,182 pairs between 192 epitopes and 23,139 TCRs. Binary Classification. Given a T-cell receptor sequence (or CDR3 region) and an epitope sequence, predict whether binding occurs between them. The epitope is ELAGIGILTV. The TCR CDR3 sequence is CASSMTSYNEQFF. Result: 1 (the TCR binds to the epitope).